Dataset: Forward reaction prediction with 1.9M reactions from USPTO patents (1976-2016). Task: Predict the product of the given reaction. (1) Given the reactants [CH3:1][O:2][CH2:3][C:4]1[N:8]2[C:9]([C:17]([F:20])([F:19])[F:18])=[CH:10][CH:11]=[C:12]([C:13]([O:15]C)=[O:14])[C:7]2=[N:6][N:5]=1.[OH-].[Na+].Cl, predict the reaction product. The product is: [CH3:1][O:2][CH2:3][C:4]1[N:8]2[C:9]([C:17]([F:20])([F:18])[F:19])=[CH:10][CH:11]=[C:12]([C:13]([OH:15])=[O:14])[C:7]2=[N:6][N:5]=1. (2) The product is: [CH3:1][O:2][C:3](=[O:32])[CH2:4][C@H:5]1[C:9]2[CH:10]=[CH:11][C:12]([O:14][C@H:15]3[C:23]4[C:18](=[C:19]([C:25]5[C:26]([C:33]6[CH:38]=[CH:37][CH:36]=[CH:35][CH:34]=6)=[N:27][CH:28]=[CH:29][CH:30]=5)[CH:20]=[CH:21][C:22]=4[F:24])[CH2:17][CH2:16]3)=[CH:13][C:8]=2[O:7][CH2:6]1. Given the reactants [CH3:1][O:2][C:3](=[O:32])[CH2:4][C@H:5]1[C:9]2[CH:10]=[CH:11][C:12]([O:14][C@H:15]3[C:23]4[C:18](=[C:19]([C:25]5[C:26](Br)=[N:27][CH:28]=[CH:29][CH:30]=5)[CH:20]=[CH:21][C:22]=4[F:24])[CH2:17][CH2:16]3)=[CH:13][C:8]=2[O:7][CH2:6]1.[C:33]1(B(O)O)[CH:38]=[CH:37][CH:36]=[CH:35][CH:34]=1, predict the reaction product. (3) Given the reactants [CH3:1][C@@H:2]1[CH2:6][N:5]([CH2:7][C:8]2[CH:9]=NC(C)=N[CH:13]=2)[CH2:4][C@H:3]1[C:15]1[NH:16][C:17](=[O:30])[C:18]2[CH:23]=[N:22][N:21]([CH:24]3[CH2:29][CH2:28][O:27][CH2:26][CH2:25]3)[C:19]=2[N:20]=1.C([BH3-])#N.[Na+].[F:35][C:36]1C=C(C=[CH:42][CH:43]=1)C=O, predict the reaction product. The product is: [F:35][C:36]1[CH:13]=[C:8]([CH:9]=[CH:42][CH:43]=1)[CH2:7][N:5]1[CH2:6][C@@H:2]([CH3:1])[C@H:3]([C:15]2[NH:16][C:17](=[O:30])[C:18]3[CH:23]=[N:22][N:21]([CH:24]4[CH2:25][CH2:26][O:27][CH2:28][CH2:29]4)[C:19]=3[N:20]=2)[CH2:4]1. (4) Given the reactants [F:1][C:2]([F:14])([F:13])[C:3]([N:5]1[CH2:10][CH2:9][CH2:8][CH:7]([CH2:11][OH:12])[CH2:6]1)=[O:4].[F:15][C:16]1[CH:30]=[CH:29][C:19]([O:20][C:21]2[CH:28]=[CH:27][C:24]([CH2:25]Cl)=[CH:23][CH:22]=2)=[CH:18][CH:17]=1, predict the reaction product. The product is: [F:14][C:2]([F:1])([F:13])[C:3]([N:5]1[CH2:10][CH2:9][CH2:8][CH:7]([CH2:11][O:12][CH2:25][C:24]2[CH:27]=[CH:28][C:21]([O:20][C:19]3[CH:29]=[CH:30][C:16]([F:15])=[CH:17][CH:18]=3)=[CH:22][CH:23]=2)[CH2:6]1)=[O:4]. (5) Given the reactants [C:1]12([NH2:11])[CH2:10][CH:5]3[CH2:6][CH:7]([CH2:9][CH:3]([CH2:4]3)[CH2:2]1)[CH2:8]2.[S:12]1[C:16]2=[N:17][CH:18]=[CH:19][CH:20]=[C:15]2[CH:14]=[C:13]1[CH:21]=O, predict the reaction product. The product is: [C:1]12([NH:11][CH2:21][C:13]3[S:12][C:16]4=[N:17][CH:18]=[CH:19][CH:20]=[C:15]4[CH:14]=3)[CH2:8][CH:7]3[CH2:6][CH:5]([CH2:4][CH:3]([CH2:9]3)[CH2:2]1)[CH2:10]2.